From a dataset of Catalyst prediction with 721,799 reactions and 888 catalyst types from USPTO. Predict which catalyst facilitates the given reaction. (1) Reactant: CN(C(ON1N=NC2[CH:12]=[CH:13][CH:14]=[N:15][C:10]1=2)=[N+](C)C)C.F[P-](F)(F)(F)(F)F.C(N(C(C)C)CC)(C)C.N1CCCC1.[CH3:39][C:40]1[CH:45]=[CH:44][N:43]=[C:42]([C:46]2[CH:47]=[N:48][C:49]([N:52]3[C:60]4[C:55](=[CH:56][CH:57]=[C:58]([C:61](O)=[O:62])[CH:59]=4)[C:54]([S:64][CH3:65])=[CH:53]3)=[N:50][CH:51]=2)[CH:41]=1. Product: [CH3:39][C:40]1[CH:45]=[CH:44][N:43]=[C:42]([C:46]2[CH:47]=[N:48][C:49]([N:52]3[C:60]4[C:55](=[CH:56][CH:57]=[C:58]([C:61]([N:15]5[CH2:14][CH2:13][CH2:12][CH2:10]5)=[O:62])[CH:59]=4)[C:54]([S:64][CH3:65])=[CH:53]3)=[N:50][CH:51]=2)[CH:41]=1. The catalyst class is: 3. (2) Reactant: [CH:1]1([CH2:4][NH:5][C:6](=[O:36])[C:7]2[CH:12]=[CH:11][C:10]([CH3:13])=[C:9]([C:14]3[C:23]4[CH2:22][NH:21][C:20](=[O:24])[N:19]([C:25]5[C:30]([F:31])=[CH:29][CH:28]=[CH:27][C:26]=5[F:32])[C:18]=4[N:17]=[C:16](S(C)=O)[N:15]=3)[CH:8]=2)[CH2:3][CH2:2]1.[CH3:37][NH:38][CH2:39][CH2:40][NH2:41]. Product: [CH:1]1([CH2:4][NH:5][C:6](=[O:36])[C:7]2[CH:12]=[CH:11][C:10]([CH3:13])=[C:9]([C:14]3[C:23]4[CH2:22][NH:21][C:20](=[O:24])[N:19]([C:25]5[C:30]([F:31])=[CH:29][CH:28]=[CH:27][C:26]=5[F:32])[C:18]=4[N:17]=[C:16]([NH:41][CH2:40][CH2:39][NH:38][CH3:37])[N:15]=3)[CH:8]=2)[CH2:3][CH2:2]1. The catalyst class is: 1. (3) Product: [CH2:42]([N:38]1[C:39]2[C:40](=[CH:54][C:55]([NH:60][C:4](=[O:6])[CH2:3][CH:2]([CH3:1])[CH2:7][C:8]([NH:9][C:10]3[CH:15]=[CH:14][N:13]=[CH:12][CH:11]=3)=[O:16])=[CH:56][CH:41]=2)[C:27](=[O:35])[N:26]([CH2:20][CH3:21])[C:37]1=[O:73])[CH3:44]. Reactant: [CH3:1][CH:2]([CH2:7][C:8](=[O:16])[NH:9][C:10]1[CH:15]=[CH:14][N:13]=[CH:12][CH:11]=1)[CH2:3][C:4]([OH:6])=O.ClC1C=[C:20]([NH:26][C:27](=[O:35])CC(C)CC(O)=O)[CH:21]=CC=1C#N.C[CH2:37][N:38]([CH:42]([CH3:44])C)[CH:39]([CH3:41])[CH3:40].CN(C(ON1N=[N:60][C:55]2[CH:56]=CC=N[C:54]1=2)=[N+](C)C)C.F[P-](F)(F)(F)(F)F.CN(C=[O:73])C. The catalyst class is: 13. (4) Reactant: [CH2:1]([O:8][C:9]1[CH:17]=[C:16]2[C:12]([C:13]([CH:24]=[O:25])=[N:14][N:15]2[CH:18]2[CH2:23][CH2:22][CH2:21][CH2:20][O:19]2)=[CH:11][CH:10]=1)[C:2]1[CH:7]=[CH:6][CH:5]=[CH:4][CH:3]=1.[CH3:26][Mg]Br.C1COCC1.Cl. Product: [CH2:1]([O:8][C:9]1[CH:17]=[C:16]2[C:12]([C:13]([CH:24]([OH:25])[CH3:26])=[N:14][N:15]2[CH:18]2[CH2:23][CH2:22][CH2:21][CH2:20][O:19]2)=[CH:11][CH:10]=1)[C:2]1[CH:7]=[CH:6][CH:5]=[CH:4][CH:3]=1. The catalyst class is: 1. (5) Reactant: C[CH2:2][O:3][C:4]([CH2:6][N:7]=[C:8]([C:15]1[CH:20]=[CH:19][CH:18]=[CH:17][CH:16]=1)[C:9]1[CH:14]=[CH:13][CH:12]=[CH:11][CH:10]=1)=[O:5].C[Si]([N-][Si](C)(C)C)(C)C.[Li+].Cl[CH2:32]/[CH:33]=[CH:34]\[CH2:35]Cl. Product: [C:9]1([C:8](=[N:7][C:6]2([C:4]([O:3][CH3:2])=[O:5])[CH2:35][CH:34]=[CH:33][CH2:32]2)[C:15]2[CH:20]=[CH:19][CH:18]=[CH:17][CH:16]=2)[CH:14]=[CH:13][CH:12]=[CH:11][CH:10]=1. The catalyst class is: 1.